Regression. Given a peptide amino acid sequence and an MHC pseudo amino acid sequence, predict their binding affinity value. This is MHC class II binding data. From a dataset of Peptide-MHC class II binding affinity with 134,281 pairs from IEDB. (1) The peptide sequence is MATTLPVQRHPRSLF. The MHC is HLA-DQA10501-DQB10301 with pseudo-sequence HLA-DQA10501-DQB10301. The binding affinity (normalized) is 0.266. (2) The peptide sequence is SQDLSLSWNLNGLQAY. The MHC is DRB1_0802 with pseudo-sequence DRB1_0802. The binding affinity (normalized) is 0.396.